Dataset: NCI-60 drug combinations with 297,098 pairs across 59 cell lines. Task: Regression. Given two drug SMILES strings and cell line genomic features, predict the synergy score measuring deviation from expected non-interaction effect. (1) Drug 1: CC(CN1CC(=O)NC(=O)C1)N2CC(=O)NC(=O)C2. Drug 2: C1=CC=C(C(=C1)C(C2=CC=C(C=C2)Cl)C(Cl)Cl)Cl. Cell line: NCI-H460. Synergy scores: CSS=39.7, Synergy_ZIP=1.67, Synergy_Bliss=2.48, Synergy_Loewe=-5.08, Synergy_HSA=2.58. (2) Drug 1: CN1C(=O)N2C=NC(=C2N=N1)C(=O)N. Drug 2: CN(CCCl)CCCl.Cl. Cell line: HS 578T. Synergy scores: CSS=1.24, Synergy_ZIP=-0.334, Synergy_Bliss=-0.575, Synergy_Loewe=-1.99, Synergy_HSA=-1.31. (3) Drug 1: CCC(=C(C1=CC=CC=C1)C2=CC=C(C=C2)OCCN(C)C)C3=CC=CC=C3.C(C(=O)O)C(CC(=O)O)(C(=O)O)O. Drug 2: CCCCCOC(=O)NC1=NC(=O)N(C=C1F)C2C(C(C(O2)C)O)O. Cell line: NCI/ADR-RES. Synergy scores: CSS=-5.17, Synergy_ZIP=2.28, Synergy_Bliss=-0.644, Synergy_Loewe=-5.79, Synergy_HSA=-5.22. (4) Drug 1: C1=NC2=C(N1)C(=S)N=CN2. Drug 2: CC1CCC2CC(C(=CC=CC=CC(CC(C(=O)C(C(C(=CC(C(=O)CC(OC(=O)C3CCCCN3C(=O)C(=O)C1(O2)O)C(C)CC4CCC(C(C4)OC)O)C)C)O)OC)C)C)C)OC. Cell line: SNB-75. Synergy scores: CSS=8.85, Synergy_ZIP=-1.86, Synergy_Bliss=0.706, Synergy_Loewe=2.47, Synergy_HSA=2.53. (5) Drug 1: CNC(=O)C1=CC=CC=C1SC2=CC3=C(C=C2)C(=NN3)C=CC4=CC=CC=N4. Drug 2: C1=NNC2=C1C(=O)NC=N2. Cell line: RXF 393. Synergy scores: CSS=4.55, Synergy_ZIP=-0.346, Synergy_Bliss=0.577, Synergy_Loewe=1.07, Synergy_HSA=1.08. (6) Drug 1: CC12CCC3C(C1CCC2=O)CC(=C)C4=CC(=O)C=CC34C. Drug 2: CN(C)C1=NC(=NC(=N1)N(C)C)N(C)C. Cell line: MDA-MB-435. Synergy scores: CSS=25.7, Synergy_ZIP=1.39, Synergy_Bliss=-2.99, Synergy_Loewe=-37.6, Synergy_HSA=-6.54. (7) Drug 1: COC1=CC(=CC(=C1O)OC)C2C3C(COC3=O)C(C4=CC5=C(C=C24)OCO5)OC6C(C(C7C(O6)COC(O7)C8=CC=CS8)O)O. Drug 2: CC=C1C(=O)NC(C(=O)OC2CC(=O)NC(C(=O)NC(CSSCCC=C2)C(=O)N1)C(C)C)C(C)C. Cell line: DU-145. Synergy scores: CSS=41.8, Synergy_ZIP=1.26, Synergy_Bliss=1.37, Synergy_Loewe=-2.55, Synergy_HSA=5.02.